Predict which catalyst facilitates the given reaction. From a dataset of Catalyst prediction with 721,799 reactions and 888 catalyst types from USPTO. (1) Reactant: C(N(CC)CC)C.[CH:8]([C:10]1[C:18]2[C:13](=[CH:14][CH:15]=[CH:16][CH:17]=2)[N:12](C(OC(C)(C)C)=O)[CH:11]=1)=[O:9].[CH3:26][N:27]([CH2:29][C:30]1[CH:45]=[CH:44][C:33]([CH:34]=[N:35][C:36]2[CH:41]=[CH:40][CH:39]=[C:38]([O:42][CH3:43])[CH:37]=2)=[CH:32][CH:31]=1)[CH3:28]. Product: [CH3:28][N:27]([CH2:29][C:30]1[CH:31]=[CH:32][C:33]([CH:34]([NH:35][C:36]2[CH:41]=[CH:40][CH:39]=[C:38]([O:42][CH3:43])[CH:37]=2)[C:8]([C:10]2[C:18]3[C:13](=[CH:14][CH:15]=[CH:16][CH:17]=3)[NH:12][CH:11]=2)=[O:9])=[CH:44][CH:45]=1)[CH3:26]. The catalyst class is: 433. (2) Reactant: [N:1]1[CH:6]=[CH:5][CH:4]=[CH:3][C:2]=1[C:7]1[S:8][CH:9]=[C:10]([C:12]([O:14]C(C)(C)C)=[O:13])[N:11]=1.C(O)(C(F)(F)F)=O. Product: [N:1]1[CH:6]=[CH:5][CH:4]=[CH:3][C:2]=1[C:7]1[S:8][CH:9]=[C:10]([C:12]([OH:14])=[O:13])[N:11]=1. The catalyst class is: 2.